Dataset: Forward reaction prediction with 1.9M reactions from USPTO patents (1976-2016). Task: Predict the product of the given reaction. Given the reactants Cl[C:2]1[CH:11]=[CH:10][C:9]2[C:4](=[CH:5][CH:6]=[CH:7][C:8]=2[Cl:12])[N:3]=1.CC1(C)C(C)(C)OB([C:21]2[CH:33]=[C:32]([CH3:34])[C:31]3[C:30]4[C:25](=[CH:26][CH:27]=[CH:28][CH:29]=4)[C:24]([CH3:36])([CH3:35])[C:23]=3[CH:22]=2)O1.C(=O)([O-])[O-].[K+].[K+], predict the reaction product. The product is: [Cl:12][C:8]1[CH:7]=[CH:6][CH:5]=[C:4]2[C:9]=1[CH:10]=[CH:11][C:2]([C:21]1[CH:33]=[C:32]([CH3:34])[C:31]3[C:30]4[C:25](=[CH:26][CH:27]=[CH:28][CH:29]=4)[C:24]([CH3:36])([CH3:35])[C:23]=3[CH:22]=1)=[N:3]2.